Task: Predict the reaction yield, written as a fraction of the theoretical maximum amount of product (1.0 means a 100% yield; for example, 0.34 means a 34% yield).. Dataset: Reaction yield outcomes from USPTO patents with 853,638 reactions (1) The reactants are Cl[CH2:2][C:3]1[CH:4]=[CH:5][C:6]([O:11][C:12]2[CH:17]=[CH:16][C:15]([C:18]([F:21])([F:20])[F:19])=[CH:14][N:13]=2)=[C:7]([CH:10]=1)[C:8]#[N:9].[CH3:22][N:23]1[CH:27]=[C:26]([CH2:28][C:29]2[C:30](=[O:36])[NH:31][C:32](=[S:35])[NH:33][CH:34]=2)[CH:25]=[N:24]1.CCN(C(C)C)C(C)C. The catalyst is C(Cl)(Cl)Cl. The product is [CH3:22][N:23]1[CH:27]=[C:26]([CH2:28][C:29]2[C:30](=[O:36])[N:31]=[C:32]([S:35][CH2:2][C:3]3[CH:4]=[CH:5][C:6]([O:11][C:12]4[CH:17]=[CH:16][C:15]([C:18]([F:21])([F:20])[F:19])=[CH:14][N:13]=4)=[C:7]([CH:10]=3)[C:8]#[N:9])[NH:33][CH:34]=2)[CH:25]=[N:24]1. The yield is 0.420. (2) The reactants are [CH2:1]([NH:3][C:4]1[C:5](Cl)=[N:6][CH:7]=[N:8][C:9]=1[Cl:10])[CH3:2].[NH3:12]. The catalyst is C(O)C. The product is [CH2:1]([NH:3][C:4]1[C:5]([NH2:12])=[N:6][CH:7]=[N:8][C:9]=1[Cl:10])[CH3:2]. The yield is 0.770. (3) The reactants are [N:1]1[N:2]=[C:3]([C:10]2[CH:19]=[CH:18][C:17]3[C:12](=[C:13]([O:20][C@H:21]4[CH2:26][CH2:25][N:24]([C:27]([O:29][C:30]([CH3:33])([CH3:32])[CH3:31])=[O:28])[C@H:23]([C:34](O)=[O:35])[CH2:22]4)[CH:14]=[CH:15][CH:16]=3)[N:11]=2)[N:4]2[CH:9]=[CH:8][CH:7]=[CH:6][C:5]=12.C[CH2:38][N:39]=[C:40]=NCCCN(C)C.C1C=CC2N(O)N=NC=2C=1.C(N(CC)CC)C.CNC. The catalyst is C(Cl)Cl.CCOC(C)=O. The product is [N:1]1[N:2]=[C:3]([C:10]2[CH:19]=[CH:18][C:17]3[C:12](=[C:13]([O:20][C@H:21]4[CH2:26][CH2:25][N:24]([C:27]([O:29][C:30]([CH3:33])([CH3:31])[CH3:32])=[O:28])[C@H:23]([C:34](=[O:35])[N:39]([CH3:40])[CH3:38])[CH2:22]4)[CH:14]=[CH:15][CH:16]=3)[N:11]=2)[N:4]2[CH:9]=[CH:8][CH:7]=[CH:6][C:5]=12. The yield is 0.750. (4) The reactants are [Cl:1][CH2:2][C@H:3]1[C:11]2[C:10]3[CH:12]=[CH:13][CH:14]=[CH:15][C:9]=3[C:8]([NH:16][C:17](=[O:35])[C@@H:18]([NH:20][C:21](=[O:34])[C@@H:22]([NH:26][C:27](=[O:33])[O:28][C:29]([CH3:32])([CH3:31])[CH3:30])[CH:23]([CH3:25])[CH3:24])[CH3:19])=[CH:7][C:6]=2[N:5]([C:36](=[O:58])[CH2:37][CH2:38][CH2:39][C:40]([N:42]2[C:50]3[C:45](=[C:46]4[C:54]([CH3:55])=[CH:53][S:52][C:47]4=[C:48]([OH:51])[CH:49]=3)[C@H:44]([CH2:56][Cl:57])[CH2:43]2)=[O:41])[CH2:4]1.C(Cl)(Cl)(Cl)Cl.CCN(C(C)C)C(C)C.[CH2:73]([O:80][P:81]([O-:90])[O:82][CH2:83][C:84]1[CH:89]=[CH:88][CH:87]=[CH:86][CH:85]=1)[C:74]1[CH:79]=[CH:78][CH:77]=[CH:76][CH:75]=1. The catalyst is C1COCC1.C(C#N)(C)=O.CN(C1C=CN=CC=1)C. The product is [CH2:73]([O:80][P:81]([O:51][C:48]1[CH:49]=[C:50]2[C:45]([C@H:44]([CH2:56][Cl:57])[CH2:43][N:42]2[C:40](=[O:41])[CH2:39][CH2:38][CH2:37][C:36]([N:5]2[C:6]3[CH:7]=[C:8]([NH:16][C:17](=[O:35])[C@@H:18]([NH:20][C:21](=[O:34])[C@@H:22]([NH:26][C:27](=[O:33])[O:28][C:29]([CH3:31])([CH3:32])[CH3:30])[CH:23]([CH3:24])[CH3:25])[CH3:19])[C:9]4[CH:15]=[CH:14][CH:13]=[CH:12][C:10]=4[C:11]=3[C@H:3]([CH2:2][Cl:1])[CH2:4]2)=[O:58])=[C:46]2[C:54]([CH3:55])=[CH:53][S:52][C:47]=12)([O:82][CH2:83][C:84]1[CH:89]=[CH:88][CH:87]=[CH:86][CH:85]=1)=[O:90])[C:74]1[CH:75]=[CH:76][CH:77]=[CH:78][CH:79]=1. The yield is 0.240. (5) The product is [NH2:14][C:11]1[N:10]=[CH:9][C:8]([N:7]2[CH2:6][CH2:5][N:4]([C:17]([O:19][C:20]([CH3:23])([CH3:22])[CH3:21])=[O:18])[CH2:3][C:2]2([CH3:24])[CH3:1])=[CH:13][CH:12]=1. The catalyst is [Pd].CO. The reactants are [CH3:1][C:2]1([CH3:24])[N:7]([C:8]2[CH:9]=[N:10][C:11]([N+:14]([O-])=O)=[CH:12][CH:13]=2)[CH2:6][CH2:5][N:4]([C:17]([O:19][C:20]([CH3:23])([CH3:22])[CH3:21])=[O:18])[CH2:3]1. The yield is 0.940. (6) The reactants are Cl[C:2]1[C:7]([C:8]([OH:10])=[O:9])=[CH:6][N:5]=[CH:4][CH:3]=1.[F:11][C:12]1[CH:17]=[C:16]([C:18]([O:20][CH3:21])=[O:19])[CH:15]=[CH:14][C:13]=1B(O)O.[O-]P([O-])([O-])=O.[K+].[K+].[K+]. The catalyst is O1CCOCC1.O.CCOC(C)=O.C1C=CC(P(C2C=CC=CC=2)[C-]2C=CC=C2)=CC=1.C1C=CC(P(C2C=CC=CC=2)[C-]2C=CC=C2)=CC=1.Cl[Pd]Cl.[Fe+2]. The product is [F:11][C:12]1[CH:17]=[C:16]([C:18]([O:20][CH3:21])=[O:19])[CH:15]=[CH:14][C:13]=1[C:2]1[C:7]([C:8]([OH:10])=[O:9])=[CH:6][N:5]=[CH:4][CH:3]=1. The yield is 0.150. (7) The reactants are [Cl:1][C:2]1[CH:11]=[CH:10][C:5]([C:6]([O:8]C)=O)=[C:4]([C:12]#[N:13])[CH:3]=1.[CH3:14][CH2:15][Mg+].[Br-]. The catalyst is CCOCC.CC(O[Ti](OC(C)C)(OC(C)C)OC(C)C)C. The product is [Cl:1][C:2]1[CH:3]=[C:4]2[C:5]([C:6](=[O:8])[NH:13][C:12]32[CH2:15][CH2:14]3)=[CH:10][CH:11]=1. The yield is 0.210. (8) The reactants are Cl[C:2]1[CH:7]=[CH:6][C:5]([N+:8]([O-:10])=[O:9])=[CH:4][N:3]=1.[Cl:11][C:12]1[CH:17]=[CH:16][C:15]([NH:18][C:19](=[O:31])[C:20]2[CH:25]=[CH:24][CH:23]=[C:22]([C:26]([C:29]#[N:30])([CH3:28])[CH3:27])[CH:21]=2)=[CH:14][C:13]=1[OH:32].C(=O)([O-])[O-].[K+].[K+]. The catalyst is CN(C)C=O. The product is [Cl:11][C:12]1[CH:17]=[CH:16][C:15]([NH:18][C:19](=[O:31])[C:20]2[CH:25]=[CH:24][CH:23]=[C:22]([C:26]([C:29]#[N:30])([CH3:27])[CH3:28])[CH:21]=2)=[CH:14][C:13]=1[O:32][C:2]1[CH:7]=[CH:6][C:5]([N+:8]([O-:10])=[O:9])=[CH:4][N:3]=1. The yield is 0.930.